From a dataset of Forward reaction prediction with 1.9M reactions from USPTO patents (1976-2016). Predict the product of the given reaction. (1) Given the reactants [C:1](Cl)(=[O:5])[C:2]([Cl:4])=[O:3].[CH2:7]([N:14]1[CH2:19][CH2:18][CH:17]([NH:20][C:21]2[CH:26]=[CH:25][CH:24]=[CH:23][CH:22]=2)[CH2:16][CH2:15]1)[C:8]1[CH:13]=[CH:12][CH:11]=[CH:10][CH:9]=1, predict the reaction product. The product is: [CH2:7]([N:14]1[CH2:15][CH2:16][CH:17]([N:20]([C:21]2[CH:26]=[CH:25][CH:24]=[CH:23][CH:22]=2)[C:1](=[O:5])[C:2]([Cl:4])=[O:3])[CH2:18][CH2:19]1)[C:8]1[CH:9]=[CH:10][CH:11]=[CH:12][CH:13]=1. (2) Given the reactants [NH2:1][C:2]1[N:7]=[C:6](OS(C2C(C)=CC(C)=CC=2C)(=O)=O)[C:5]([CH2:21][C:22]2[CH:39]=[CH:38][C:25]([CH2:26][N:27]([CH2:34][CH:35]([F:37])[F:36])[CH2:28][C:29]([O:31][CH2:32][CH3:33])=[O:30])=[CH:24][C:23]=2[O:40][CH3:41])=[C:4]([CH3:42])[N:3]=1.[NH2:43][C@@H:44]([CH2:48][CH2:49][CH3:50])[CH2:45][CH2:46][OH:47], predict the reaction product. The product is: [NH2:1][C:2]1[N:7]=[C:6]([NH:43][C@@H:44]([CH2:48][CH2:49][CH3:50])[CH2:45][CH2:46][OH:47])[C:5]([CH2:21][C:22]2[CH:39]=[CH:38][C:25]([CH2:26][N:27]([CH2:34][CH:35]([F:36])[F:37])[CH2:28][C:29]([O:31][CH2:32][CH3:33])=[O:30])=[CH:24][C:23]=2[O:40][CH3:41])=[C:4]([CH3:42])[N:3]=1. (3) Given the reactants [CH2:1]([O:4][C:5]1[CH:10]=[CH:9][CH:8]=[CH:7][C:6]=1[C:11]1[C:12]2[C:13]3[CH2:24][CH2:23][NH:22][CH2:21][CH2:20][C:14]=3[NH:15][C:16]=2[CH:17]=[CH:18][CH:19]=1)[CH2:2][CH3:3].I[CH2:26][CH2:27][CH3:28], predict the reaction product. The product is: [CH2:1]([O:4][C:5]1[CH:10]=[CH:9][CH:8]=[CH:7][C:6]=1[C:11]1[C:12]2[C:13]3[CH2:24][CH2:23][NH:22][CH2:21][CH2:20][C:14]=3[NH:15][C:16]=2[CH:17]=[CH:18][CH:19]=1)[CH2:2][CH2:3][CH2:26][CH2:27][CH3:28]. (4) The product is: [CH:17]1[C:16]2[CH:15]([CH2:14][O:13][C:11](=[O:12])[NH:1][C@H:2]([C:8]([OH:10])=[O:9])[CH2:3][CH2:4][CH2:5][CH2:6][N:7]([CH2:34][C:30]3[S:29][CH:33]=[CH:32][N:31]=3)[CH2:51][C:50](=[O:53])[O:54][C:55]([CH3:58])([CH3:57])[CH3:56])[C:27]3[C:22](=[CH:23][CH:24]=[CH:25][CH:26]=3)[C:21]=2[CH:20]=[CH:19][CH:18]=1. Given the reactants [NH:1]([C:11]([O:13][CH2:14][CH:15]1[C:27]2[C:22](=[CH:23][CH:24]=[CH:25][CH:26]=2)[C:21]2[C:16]1=[CH:17][CH:18]=[CH:19][CH:20]=2)=[O:12])[C@H:2]([C:8]([OH:10])=[O:9])[CH2:3][CH2:4][CH2:5][CH2:6][NH2:7].Cl.[S:29]1[CH:33]=[CH:32][N:31]=[C:30]1[CH:34]=O.[BH-](OC(C)=O)(OC(C)=O)OC(C)=O.[Na+].[C:50]([O:54][C:55]([CH3:58])([CH3:57])[CH3:56])(=[O:53])[CH:51]=O, predict the reaction product. (5) Given the reactants [C:1]([C:4]1[S:12][C:11]2[CH:10]=[N:9][C:8]([NH:13][C:14]3[N:18]([CH:19]([CH3:21])[CH3:20])[N:17]=[C:16]([CH:22]4[CH2:27][CH2:26][N:25](C(OC(C)(C)C)=O)[CH2:24][CH2:23]4)[CH:15]=3)=[N:7][C:6]=2[C:5]=1[C:35]1[CH:40]=[CH:39][CH:38]=[CH:37][C:36]=1[O:41][C:42]([F:45])([F:44])[F:43])(=[O:3])[NH2:2].[ClH:46], predict the reaction product. The product is: [ClH:46].[NH:25]1[CH2:24][CH2:23][CH:22]([C:16]2[CH:15]=[C:14]([NH:13][C:8]3[N:9]=[CH:10][C:11]4[S:12][C:4]([C:1]([NH2:2])=[O:3])=[C:5]([C:35]5[CH:40]=[CH:39][CH:38]=[CH:37][C:36]=5[O:41][C:42]([F:43])([F:44])[F:45])[C:6]=4[N:7]=3)[N:18]([CH:19]([CH3:21])[CH3:20])[N:17]=2)[CH2:27][CH2:26]1.